From a dataset of Peptide-MHC class I binding affinity with 185,985 pairs from IEDB/IMGT. Regression. Given a peptide amino acid sequence and an MHC pseudo amino acid sequence, predict their binding affinity value. This is MHC class I binding data. (1) The peptide sequence is YSALNLTAE. The MHC is H-2-Kb with pseudo-sequence H-2-Kb. The binding affinity (normalized) is 0.237. (2) The binding affinity (normalized) is 0.225. The peptide sequence is APLLSAGIF. The MHC is HLA-B35:01 with pseudo-sequence HLA-B35:01. (3) The peptide sequence is MTMRRRLFK. The MHC is HLA-B15:01 with pseudo-sequence HLA-B15:01. The binding affinity (normalized) is 0.0847. (4) The peptide sequence is DLNRMPTDM. The MHC is HLA-A02:02 with pseudo-sequence HLA-A02:02. The binding affinity (normalized) is 0.0224. (5) The peptide sequence is PEWFRNVLSI. The MHC is Mamu-A11 with pseudo-sequence Mamu-A11. The binding affinity (normalized) is 0.536. (6) The binding affinity (normalized) is 0.183. The MHC is H-2-Kb with pseudo-sequence H-2-Kb. The peptide sequence is SQMLTRGQL. (7) The peptide sequence is KIQNFRVYY. The MHC is HLA-B45:01 with pseudo-sequence HLA-B45:01. The binding affinity (normalized) is 0. (8) The peptide sequence is LSKIPYLRNY. The MHC is HLA-A68:01 with pseudo-sequence HLA-A68:01. The binding affinity (normalized) is 0.152.